From a dataset of Forward reaction prediction with 1.9M reactions from USPTO patents (1976-2016). Predict the product of the given reaction. (1) Given the reactants CN(C(ON1N=N[C:11]2[CH:12]=[CH:13][CH:14]=[CH:15][C:10]1=2)=[N+](C)C)C.[B-](F)(F)(F)F.CC[N:25]([CH:29](C)C)[CH:26]([CH3:28])C.C([O:34][C:35](=[O:51])[C:36]1[CH:41]=[CH:40][C:39]([NH:42][C@H:43]2[CH2:48][CH2:47][C@H:46]([OH:49])[CH2:45][CH2:44]2)=[C:38]([NH2:50])[CH:37]=1)C.C[N:53]([CH:55]=O)[CH3:54], predict the reaction product. The product is: [OH:49][C@H:46]1[CH2:45][CH2:44][C@H:43]([N:42]2[C:39]3[CH:40]=[CH:41][C:36]([C:35]([OH:34])=[O:51])=[CH:37][C:38]=3[N:50]=[C:41]2[C:36]2[CH:35]=[C:54]3[C:26](=[CH:28][CH:37]=2)[N:25]=[C:29]([C:10]2[CH:11]=[CH:12][CH:13]=[CH:14][CH:15]=2)[CH:55]=[N:53]3)[CH2:48][CH2:47]1. (2) Given the reactants O[C:2]1[C:3]2[N:11]=[CH:10][CH:9]=[C:8]([C:12]([NH2:14])=[O:13])[C:4]=2[N:5]=[CH:6][N:7]=1.Cl.[NH2:16][C@@H:17]([C:33]1[CH:38]=[CH:37][CH:36]=[C:35]([Cl:39])[CH:34]=1)[CH2:18][N:19]([CH3:32])S(C1C=CC([N+]([O-])=O)=CC=1)(=O)=O, predict the reaction product. The product is: [Cl:39][C:35]1[CH:34]=[C:33]([C@H:17]([NH:16][C:2]2[C:3]3[N:11]=[CH:10][CH:9]=[C:8]([C:12]([NH2:14])=[O:13])[C:4]=3[N:5]=[CH:6][N:7]=2)[CH2:18][NH:19][CH3:32])[CH:38]=[CH:37][CH:36]=1.